Predict the product of the given reaction. From a dataset of Forward reaction prediction with 1.9M reactions from USPTO patents (1976-2016). Given the reactants [CH3:1][C:2]1[CH:3]=[C:4]([CH2:9][CH:10]([NH:17]S(C(C)(C)C)=O)[C:11]2[CH:12]=[N:13][N:14]([CH3:16])[CH:15]=2)[CH:5]=[C:6]([CH3:8])[CH:7]=1.Cl, predict the reaction product. The product is: [CH3:1][C:2]1[CH:3]=[C:4]([CH2:9][CH:10]([NH2:17])[C:11]2[CH:12]=[N:13][N:14]([CH3:16])[CH:15]=2)[CH:5]=[C:6]([CH3:8])[CH:7]=1.